Dataset: Forward reaction prediction with 1.9M reactions from USPTO patents (1976-2016). Task: Predict the product of the given reaction. (1) Given the reactants F[P-](F)(F)(F)(F)F.N1(O[P+](N(C)C)(N(C)C)N(C)C)C2C=CC=CC=2N=N1.[Cl:28][C:29]1[CH:30]=[C:31]2[C:35](=[CH:36][CH:37]=1)[NH:34][C:33]([C:38]([OH:40])=O)=[C:32]2[S:41]([C:44]1[CH:49]=[C:48]([CH3:50])[CH:47]=[C:46]([CH3:51])[CH:45]=1)(=[O:43])=[O:42].[CH3:52][N:53]1[CH2:58][CH2:57][NH:56][CH2:55][CH2:54]1.C(N(CC)CC)C, predict the reaction product. The product is: [Cl:28][C:29]1[CH:30]=[C:31]2[C:35](=[CH:36][CH:37]=1)[NH:34][C:33]([C:38]([N:56]1[CH2:57][CH2:58][N:53]([CH3:52])[CH2:54][CH2:55]1)=[O:40])=[C:32]2[S:41]([C:44]1[CH:45]=[C:46]([CH3:51])[CH:47]=[C:48]([CH3:50])[CH:49]=1)(=[O:42])=[O:43]. (2) Given the reactants [CH3:1]/[C:2](/[CH2:6][CH2:7][CH:8]=[C:9]([CH3:11])[CH3:10])=[CH:3]\[CH2:4][OH:5].[OH-].[K+].Br[CH2:15][C:16]([C:18]1[CH:23]=[C:22]([C:24]([CH3:27])([CH3:26])[CH3:25])[C:21]([OH:28])=[C:20]([C:29]([CH3:32])([CH3:31])[CH3:30])[CH:19]=1)=[O:17].Cl, predict the reaction product. The product is: [C:24]([C:22]1[CH:23]=[C:18]([C:16](=[O:17])[CH2:15][O:5][CH2:4]/[CH:3]=[C:2](\[CH3:1])/[CH2:6][CH2:7][CH:8]=[C:9]([CH3:11])[CH3:10])[CH:19]=[C:20]([C:29]([CH3:32])([CH3:31])[CH3:30])[C:21]=1[OH:28])([CH3:27])([CH3:25])[CH3:26].